From a dataset of Experimentally validated miRNA-target interactions with 360,000+ pairs, plus equal number of negative samples. Binary Classification. Given a miRNA mature sequence and a target amino acid sequence, predict their likelihood of interaction. The miRNA is hsa-miR-214-5p with sequence UGCCUGUCUACACUUGCUGUGC. The protein sequence of the target gene is MRRPRQGGGGAGGSAAARARAGGLGGGSVPARARGAPAAARAAWLRDLCARMARPPRQHPGVWASLLLLLLTGPAACAASPADDGAGPGGRGPRGRARGDTGADEAVPRHDSSYGTFAGEFYDLRYLSEEGYPFPTAPPVDPFAKIKVDDCGKTKGCFRYGKPGCNAETCDYFLSYRMIGADVEFELSADTDGWVAVGFSSDKKMGGDDVMACVHDDNGRVRIQHFYNVGQWAKEIQRNPARDEEGVFENNRVTCRFKRPVNVPRDETIVDLHLSWYYLFAWGPAIQGSITRHDIDSPPA.... Result: 0 (no interaction).